Task: Regression. Given a peptide amino acid sequence and an MHC pseudo amino acid sequence, predict their binding affinity value. This is MHC class II binding data.. Dataset: Peptide-MHC class II binding affinity with 134,281 pairs from IEDB (1) The peptide sequence is SSPDNVKPLYIITPT. The MHC is DRB1_0802 with pseudo-sequence DRB1_0802. The binding affinity (normalized) is 0.345. (2) The peptide sequence is IIFSKNLNIKLNMPL. The MHC is DRB1_0405 with pseudo-sequence DRB1_0405. The binding affinity (normalized) is 0.511. (3) The peptide sequence is PEVKYAVFEAALTKA. The MHC is DRB1_0701 with pseudo-sequence DRB1_0701. The binding affinity (normalized) is 0.467. (4) The peptide sequence is MSGHALAARTLLAAA. The MHC is DRB1_0405 with pseudo-sequence DRB1_0405. The binding affinity (normalized) is 0.245. (5) The peptide sequence is FSQPQQEFPQPQ. The MHC is HLA-DQA10501-DQB10201 with pseudo-sequence HLA-DQA10501-DQB10201. The binding affinity (normalized) is 0. (6) The peptide sequence is VLMAVVLASLIYRRR. The MHC is HLA-DQA10301-DQB10302 with pseudo-sequence HLA-DQA10301-DQB10302. The binding affinity (normalized) is 0. (7) The MHC is DRB1_0405 with pseudo-sequence DRB1_0405. The binding affinity (normalized) is 0.0777. The peptide sequence is AAVPAVGAAAGAPAA. (8) The peptide sequence is VWDKYGWLCKMHTGI. The MHC is H-2-IAd with pseudo-sequence H-2-IAd. The binding affinity (normalized) is 0.354. (9) The peptide sequence is ESHGVAAVLFAATAA. The MHC is HLA-DPA10201-DPB10101 with pseudo-sequence HLA-DPA10201-DPB10101. The binding affinity (normalized) is 0.383.